From a dataset of Catalyst prediction with 721,799 reactions and 888 catalyst types from USPTO. Predict which catalyst facilitates the given reaction. Reactant: C(O)(=O)C.[N+:5]([C:8]1[CH:17]=[C:16]2[C:11]([CH2:12][CH2:13][CH2:14][C:15]2=[O:18])=[CH:10][C:9]=1[O:19][CH3:20])([O-])=O.C([O-])(O)=O.[Na+]. Product: [NH2:5][C:8]1[CH:17]=[C:16]2[C:11]([CH2:12][CH2:13][CH2:14][C:15]2=[O:18])=[CH:10][C:9]=1[O:19][CH3:20]. The catalyst class is: 6.